From a dataset of Forward reaction prediction with 1.9M reactions from USPTO patents (1976-2016). Predict the product of the given reaction. Given the reactants [S:1]1[CH:5]=[CH:4][CH:3]=[C:2]1[C:6]1[CH:11]=[CH:10][C:9]([OH:12])=[CH:8][CH:7]=1.Cl[CH2:14][C:15]#[N:16].C(=O)([O-])[O-].[K+].[K+], predict the reaction product. The product is: [C:15]([CH2:14][O:12][C:9]1[CH:10]=[CH:11][C:6]([C:2]2[S:1][CH:5]=[CH:4][CH:3]=2)=[CH:7][CH:8]=1)#[N:16].